From a dataset of Full USPTO retrosynthesis dataset with 1.9M reactions from patents (1976-2016). Predict the reactants needed to synthesize the given product. (1) Given the product [NH2:3][C:4]1[NH:8][C:7]2[CH:9]=[CH:10][C:11]([C:13]3[N:18]=[C:17]4[N:19]([CH2:23][CH:24]5[CH2:25][CH2:26][O:27][CH2:28][CH2:29]5)[C:20](=[O:22])[NH:21][C:16]4=[N:15][CH:14]=3)=[CH:12][C:6]=2[N:5]=1, predict the reactants needed to synthesize it. The reactants are: Cl.Cl.[NH2:3][C:4]1[NH:8][C:7]2[CH:9]=[CH:10][C:11]([C:13]3[N:18]=[C:17]4[N:19]([CH2:23][CH:24]5[CH2:29][CH2:28][O:27][CH2:26][CH2:25]5)[C:20](=[O:22])[NH:21][C:16]4=[N:15][CH:14]=3)=[CH:12][C:6]=2[N:5]=1.C(OC(N(C(OC(C)(C)C)=O)C1N(C(OC(C)(C)C)=O)C2C=CC([Sn](C)(C)C)=CC=2N=1)=O)(C)(C)C.BrC1N=C2N(CC3CCOCC3)C(=O)NC2=NC=1. (2) Given the product [NH:15]1[CH2:14][CH2:13][CH:12]([NH:11][C:9](=[O:10])[O:8][CH2:1][C:2]2[CH:7]=[CH:6][CH:5]=[CH:4][CH:3]=2)[CH2:17][CH2:16]1, predict the reactants needed to synthesize it. The reactants are: [CH2:1]([O:8][C:9]([NH:11][CH:12]1[CH2:17][CH2:16][N:15](C(OC(C)(C)C)=O)[CH2:14][CH2:13]1)=[O:10])[C:2]1[CH:7]=[CH:6][CH:5]=[CH:4][CH:3]=1.Cl.[OH-].[Na+]. (3) Given the product [CH:32]1([CH2:31][O:30][C:22]2[CH:23]=[CH:24][C:25]3[O:26][CH2:27][O:28][C:29]=3[C:21]=2[C:20]2[CH:19]=[CH:18][N:17]=[C:16]3[C:12]([C:10]([NH:9][C@@H:6]4[CH2:7][CH2:8][C@H:3]([NH:2][C:37](=[O:38])[O:39][CH2:40][CH3:41])[CH2:4][CH2:5]4)=[O:11])=[C:13]([CH3:35])[NH:14][C:15]=23)[CH2:33][CH2:34]1, predict the reactants needed to synthesize it. The reactants are: Cl.[NH2:2][C@@H:3]1[CH2:8][CH2:7][C@H:6]([NH:9][C:10]([C:12]2[C:16]3=[N:17][CH:18]=[CH:19][C:20]([C:21]4[C:29]5[O:28][CH2:27][O:26][C:25]=5[CH:24]=[CH:23][C:22]=4[O:30][CH2:31][CH:32]4[CH2:34][CH2:33]4)=[C:15]3[NH:14][C:13]=2[CH3:35])=[O:11])[CH2:5][CH2:4]1.Cl[C:37]([O:39][CH2:40][CH3:41])=[O:38]. (4) Given the product [N:4]1[CH:5]=[CH:6][CH:7]=[CH:8][C:3]=1[N:1]1[C:18]([NH2:19])=[CH:17][C:9]([C:10]2[CH:15]=[CH:14][CH:13]=[CH:12][CH:11]=2)=[N:2]1, predict the reactants needed to synthesize it. The reactants are: [NH:1]([C:3]1[CH:8]=[CH:7][CH:6]=[CH:5][N:4]=1)[NH2:2].[C:9]([CH2:17][C:18]#[N:19])(=O)[C:10]1[CH:15]=[CH:14][CH:13]=[CH:12][CH:11]=1.C([O-])([O-])=O.[Na+].[Na+].